From a dataset of Catalyst prediction with 721,799 reactions and 888 catalyst types from USPTO. Predict which catalyst facilitates the given reaction. (1) The catalyst class is: 1. Reactant: [C:1]12([C:9](=[O:10])[CH:8]3[CH2:11][CH:5]1[CH2:6][CH2:7]3)[CH2:4][CH2:3][CH2:2]2.[CH2:12]([Li])[CH2:13][CH2:14][CH3:15]. Product: [CH2:12]([C:9]1([OH:10])[C:1]2([CH2:4][CH2:3][CH2:2]2)[CH:5]2[CH2:11][CH:8]1[CH2:7][CH2:6]2)[CH2:13][CH2:14][CH3:15]. (2) Reactant: [Cl:1][C:2]1[CH:3]=[CH:4][CH:5]=[C:6]2[C:11]=1[C:10]([O:12][C@H:13]1[CH2:17][CH2:16][N:15]([C:18]([O:20][C:21]([CH3:24])([CH3:23])[CH3:22])=[O:19])[CH2:14]1)=[N:9][C:8]([C:25]#[N:26])=[CH:7]2.[NH2:27][NH2:28].O. Product: [Cl:1][C:2]1[CH:3]=[CH:4][CH:5]=[C:6]2[C:11]=1[C:10]([O:12][C@H:13]1[CH2:17][CH2:16][N:15]([C:18]([O:20][C:21]([CH3:23])([CH3:22])[CH3:24])=[O:19])[CH2:14]1)=[N:9][C:8]([C:25]([NH:27][NH2:28])=[NH:26])=[CH:7]2. The catalyst class is: 5. (3) Reactant: C([O:8][C:9]1[C:18]2[CH2:17][CH2:16][CH2:15][CH2:14][C:13]=2[CH:12]=[CH:11][C:10]=1[CH2:19][CH:20]([OH:30])[CH2:21][O:22][Si:23]([C:26]([CH3:29])([CH3:28])[CH3:27])([CH3:25])[CH3:24])C1C=CC=CC=1.[Si](OCC(O)CC1C=CC2CCCC=2C=1O)(C(C)(C)C)(C)C. Product: [Si:23]([O:22][CH2:21][CH:20]([OH:30])[CH2:19][C:10]1[CH:11]=[CH:12][C:13]2[CH2:14][CH2:15][CH2:16][CH2:17][C:18]=2[C:9]=1[OH:8])([C:26]([CH3:28])([CH3:29])[CH3:27])([CH3:25])[CH3:24]. The catalyst class is: 45.